The task is: Predict the product of the given reaction.. This data is from Forward reaction prediction with 1.9M reactions from USPTO patents (1976-2016). (1) Given the reactants Cl[CH2:2][CH:3]1[O:5][CH2:4]1.[NH2:6][CH:7]1[CH2:11][CH2:10][CH2:9][CH2:8]1.C(=O)(O)[O-].[Na+], predict the reaction product. The product is: [CH:7]1([N:6]2[CH2:4][CH:3]([OH:5])[CH2:2]2)[CH2:11][CH2:10][CH2:9][CH2:8]1. (2) Given the reactants [CH3:1][S:2][CH2:3][C:4]1[CH:5]=[CH:6][CH:7]=[C:8]2[C:12]=1[NH:11][CH:10]=[CH:9]2.[Cl:13][C:14]1[CH:19]=[CH:18][C:17]([CH:20]([C:22]2[CH:27]=[CH:26][C:25]([F:28])=[CH:24][C:23]=2[CH3:29])O)=[C:16]([F:30])[CH:15]=1.FC1C=CC(C(C2C=CC(F)=CC=2)C2C3C(=C(CSC)C=CC=3)NC=2)=CC=1, predict the reaction product. The product is: [Cl:13][C:14]1[CH:19]=[CH:18][C:17]([CH:20]([C:22]2[CH:27]=[CH:26][C:25]([F:28])=[CH:24][C:23]=2[CH3:29])[C:9]2[C:8]3[C:12](=[C:4]([CH2:3][S:2][CH3:1])[CH:5]=[CH:6][CH:7]=3)[NH:11][CH:10]=2)=[C:16]([F:30])[CH:15]=1.